From a dataset of NCI-60 drug combinations with 297,098 pairs across 59 cell lines. Regression. Given two drug SMILES strings and cell line genomic features, predict the synergy score measuring deviation from expected non-interaction effect. (1) Drug 1: CC1OCC2C(O1)C(C(C(O2)OC3C4COC(=O)C4C(C5=CC6=C(C=C35)OCO6)C7=CC(=C(C(=C7)OC)O)OC)O)O. Drug 2: CCC1(C2=C(COC1=O)C(=O)N3CC4=CC5=C(C=CC(=C5CN(C)C)O)N=C4C3=C2)O.Cl. Cell line: SNB-75. Synergy scores: CSS=26.0, Synergy_ZIP=-5.01, Synergy_Bliss=1.24, Synergy_Loewe=-0.199, Synergy_HSA=2.55. (2) Drug 1: C1CN(P(=O)(OC1)NCCCl)CCCl. Drug 2: C1C(C(OC1N2C=NC3=C2NC=NCC3O)CO)O. Cell line: A498. Synergy scores: CSS=1.14, Synergy_ZIP=-1.28, Synergy_Bliss=-2.18, Synergy_Loewe=-1.20, Synergy_HSA=-2.06. (3) Synergy scores: CSS=23.2, Synergy_ZIP=-2.07, Synergy_Bliss=6.56, Synergy_Loewe=5.78, Synergy_HSA=8.67. Drug 2: C1CCC(CC1)NC(=O)N(CCCl)N=O. Drug 1: CS(=O)(=O)C1=CC(=C(C=C1)C(=O)NC2=CC(=C(C=C2)Cl)C3=CC=CC=N3)Cl. Cell line: RXF 393. (4) Drug 1: CC1C(C(CC(O1)OC2CC(CC3=C2C(=C4C(=C3O)C(=O)C5=C(C4=O)C(=CC=C5)OC)O)(C(=O)C)O)N)O.Cl. Drug 2: CC1CCCC2(C(O2)CC(NC(=O)CC(C(C(=O)C(C1O)C)(C)C)O)C(=CC3=CSC(=N3)C)C)C. Cell line: U251. Synergy scores: CSS=40.3, Synergy_ZIP=-0.750, Synergy_Bliss=-1.13, Synergy_Loewe=-2.22, Synergy_HSA=-0.793. (5) Drug 1: C1=NC2=C(N=C(N=C2N1C3C(C(C(O3)CO)O)O)F)N. Drug 2: C1C(C(OC1N2C=NC(=NC2=O)N)CO)O. Cell line: MCF7. Synergy scores: CSS=4.74, Synergy_ZIP=-1.98, Synergy_Bliss=1.35, Synergy_Loewe=-5.36, Synergy_HSA=0.0988. (6) Drug 1: C1=NC2=C(N1)C(=S)N=CN2. Drug 2: C1CN(CCN1C(=O)CCBr)C(=O)CCBr. Cell line: U251. Synergy scores: CSS=61.9, Synergy_ZIP=-4.97, Synergy_Bliss=-1.22, Synergy_Loewe=-1.71, Synergy_HSA=3.55. (7) Drug 1: CCC1=CC2CC(C3=C(CN(C2)C1)C4=CC=CC=C4N3)(C5=C(C=C6C(=C5)C78CCN9C7C(C=CC9)(C(C(C8N6C)(C(=O)OC)O)OC(=O)C)CC)OC)C(=O)OC.C(C(C(=O)O)O)(C(=O)O)O. Drug 2: CCCCCOC(=O)NC1=NC(=O)N(C=C1F)C2C(C(C(O2)C)O)O. Cell line: M14. Synergy scores: CSS=8.26, Synergy_ZIP=-0.657, Synergy_Bliss=-2.61, Synergy_Loewe=-50.9, Synergy_HSA=-3.10. (8) Drug 1: CC1OCC2C(O1)C(C(C(O2)OC3C4COC(=O)C4C(C5=CC6=C(C=C35)OCO6)C7=CC(=C(C(=C7)OC)O)OC)O)O. Drug 2: COC1=C2C(=CC3=C1OC=C3)C=CC(=O)O2. Cell line: T-47D. Synergy scores: CSS=36.0, Synergy_ZIP=-9.58, Synergy_Bliss=0.624, Synergy_Loewe=-11.9, Synergy_HSA=2.56. (9) Cell line: A498. Drug 2: CN(CCCl)CCCl.Cl. Synergy scores: CSS=29.1, Synergy_ZIP=-0.00926, Synergy_Bliss=4.26, Synergy_Loewe=-3.72, Synergy_HSA=5.11. Drug 1: CC=C1C(=O)NC(C(=O)OC2CC(=O)NC(C(=O)NC(CSSCCC=C2)C(=O)N1)C(C)C)C(C)C. (10) Drug 1: CS(=O)(=O)C1=CC(=C(C=C1)C(=O)NC2=CC(=C(C=C2)Cl)C3=CC=CC=N3)Cl. Drug 2: CC1=C2C(C(=O)C3(C(CC4C(C3C(C(C2(C)C)(CC1OC(=O)C(C(C5=CC=CC=C5)NC(=O)OC(C)(C)C)O)O)OC(=O)C6=CC=CC=C6)(CO4)OC(=O)C)O)C)O. Cell line: OVCAR-4. Synergy scores: CSS=32.7, Synergy_ZIP=8.53, Synergy_Bliss=6.58, Synergy_Loewe=-4.63, Synergy_HSA=7.10.